From a dataset of Full USPTO retrosynthesis dataset with 1.9M reactions from patents (1976-2016). Predict the reactants needed to synthesize the given product. Given the product [CH3:29][N:30]([CH3:31])[C:18]([C:17]1[N:8]([CH2:1][C:2]2[CH:3]=[CH:4][CH:5]=[CH:6][CH:7]=2)[C:9](=[O:28])[C:10]2[C:15]([C:16]=1[C:21]1[CH:26]=[CH:25][CH:24]=[CH:23][CH:22]=1)=[CH:14][C:13]([Br:27])=[CH:12][CH:11]=2)=[O:20], predict the reactants needed to synthesize it. The reactants are: [CH2:1]([N:8]1[C:17]([C:18]([OH:20])=O)=[C:16]([C:21]2[CH:26]=[CH:25][CH:24]=[CH:23][CH:22]=2)[C:15]2[C:10](=[CH:11][CH:12]=[C:13]([Br:27])[CH:14]=2)[C:9]1=[O:28])[C:2]1[CH:7]=[CH:6][CH:5]=[CH:4][CH:3]=1.[CH3:29][NH:30][CH3:31].C1COCC1.